From a dataset of TCR-epitope binding with 47,182 pairs between 192 epitopes and 23,139 TCRs. Binary Classification. Given a T-cell receptor sequence (or CDR3 region) and an epitope sequence, predict whether binding occurs between them. (1) The epitope is YFPLQSYGF. The TCR CDR3 sequence is CASSMWGIGEAFF. Result: 0 (the TCR does not bind to the epitope). (2) The epitope is IQYIDIGNY. The TCR CDR3 sequence is CASSQDPSGNPMETQYF. Result: 0 (the TCR does not bind to the epitope). (3) The epitope is EIYKRWII. The TCR CDR3 sequence is CASSTLRDSREKLFF. Result: 1 (the TCR binds to the epitope).